This data is from Catalyst prediction with 721,799 reactions and 888 catalyst types from USPTO. The task is: Predict which catalyst facilitates the given reaction. (1) Reactant: [NH2:1][C:2]1[CH:11]=[CH:10][CH:9]=[C:8]2[C:3]=1[CH:4]=[CH:5][N:6]([C@H:13]([CH:18]([CH3:20])[CH3:19])[C:14]([NH:16][CH3:17])=[O:15])[C:7]2=[O:12].[Cl:21][C:22]1[CH:27]=[CH:26][C:25]([C@H:28]([CH3:32])[C:29](O)=[O:30])=[CH:24][CH:23]=1.F[P-](F)(F)(F)(F)F.C[N+](C)=C(N(C)C)ON1C2N=CC=CC=2N=N1.C(N(CC)C(C)C)(C)C.CN(C)C=O. Product: [Cl:21][C:22]1[CH:23]=[CH:24][C:25]([C@H:28]([CH3:32])[C:29]([NH:1][C:2]2[CH:11]=[CH:10][CH:9]=[C:8]3[C:3]=2[CH:4]=[CH:5][N:6]([C@H:13]([CH:18]([CH3:20])[CH3:19])[C:14]([NH:16][CH3:17])=[O:15])[C:7]3=[O:12])=[O:30])=[CH:26][CH:27]=1. The catalyst class is: 2. (2) Reactant: [CH2:1]([O:3][C:4]([C:6]1([CH2:12][C:13]2[CH:18]=[CH:17][CH:16]=[CH:15][CH:14]=2)[CH2:11][CH2:10][NH:9][CH2:8][CH2:7]1)=[O:5])[CH3:2].[N:19]([O-])=[O:20].[Na+].C(O)(=O)C.C(=O)([O-])O.[Na+]. Product: [CH2:1]([O:3][C:4]([C:6]1([CH2:12][C:13]2[CH:14]=[CH:15][CH:16]=[CH:17][CH:18]=2)[CH2:7][CH2:8][N:9]([N:19]=[O:20])[CH2:10][CH2:11]1)=[O:5])[CH3:2]. The catalyst class is: 6. (3) Reactant: [O:1]=O.[CH:3]([C:5]1[O:6][C:7]([CH:10]=[O:11])=[CH:8][CH:9]=1)=[O:4].C. Product: [OH:11][CH2:10][C:7]1[O:6][C:5]([C:3]([OH:1])=[O:4])=[CH:9][CH:8]=1. The catalyst class is: 386. (4) Reactant: [CH3:1][O:2][C:3]1[N:8]=[C:7]([CH2:9][S:10]([C:13]2[CH:18]=[CH:17][CH:16]=[CH:15][CH:14]=2)(=[O:12])=[O:11])[C:6]([N+:19]([O-])=O)=[CH:5][CH:4]=1.[Sn]. Product: [NH2:19][C:6]1[C:7]([CH2:9][S:10]([C:13]2[CH:14]=[CH:15][CH:16]=[CH:17][CH:18]=2)(=[O:12])=[O:11])=[N:8][C:3]([O:2][CH3:1])=[CH:4][CH:5]=1. The catalyst class is: 240.